Dataset: Full USPTO retrosynthesis dataset with 1.9M reactions from patents (1976-2016). Task: Predict the reactants needed to synthesize the given product. (1) Given the product [Br:1][C:2]1[CH:3]=[C:4]([C:8]2([NH:11][CH2:12][C@@H:13]([OH:32])[C@@H:14]([NH:24][C:25](=[O:26])[CH3:34])[CH2:15][C:16]3[CH:21]=[C:20]([F:22])[CH:19]=[C:18]([F:23])[CH:17]=3)[CH2:9][CH2:10]2)[CH:5]=[CH:6][CH:7]=1, predict the reactants needed to synthesize it. The reactants are: [Br:1][C:2]1[CH:3]=[C:4]([C:8]2([NH:11][CH2:12][C@@H:13]([OH:32])[C@@H:14]([NH:24][C:25](=O)[O:26]C(C)(C)C)[CH2:15][C:16]3[CH:21]=[C:20]([F:22])[CH:19]=[C:18]([F:23])[CH:17]=3)[CH2:10][CH2:9]2)[CH:5]=[CH:6][CH:7]=1.F[C:34](F)(F)C(O)=O.C1(C)C=CC=CC=1. (2) Given the product [Cl:25][CH2:24][CH2:23][CH2:22][N:11]1[CH:12]=[C:13]([C:16]2[CH:17]=[N:18][CH:19]=[CH:20][CH:21]=2)[C:14](=[O:15])[NH:9][C:10]1=[O:26], predict the reactants needed to synthesize it. The reactants are: C([N:9]1[C:14](=[O:15])[C:13]([C:16]2[CH:17]=[N:18][CH:19]=[CH:20][CH:21]=2)=[CH:12][N:11]([CH2:22][CH2:23][CH2:24][Cl:25])[C:10]1=[O:26])(=O)C1C=CC=CC=1.